Dataset: Full USPTO retrosynthesis dataset with 1.9M reactions from patents (1976-2016). Task: Predict the reactants needed to synthesize the given product. (1) Given the product [ClH:36].[Cl-:36].[NH2:9][CH2:10][CH2:11][N+:12]12[CH2:17][CH2:16][CH:15]([CH2:18][CH2:19]1)[C@@H:14]([C:20](=[O:35])[C:21]([OH:34])([C:28]1[CH:29]=[CH:30][CH:31]=[CH:32][CH:33]=1)[C:22]1[CH:23]=[CH:24][CH:25]=[CH:26][CH:27]=1)[CH2:13]2, predict the reactants needed to synthesize it. The reactants are: [Br-].C(OC([NH:9][CH2:10][CH2:11][N+:12]12[CH2:19][CH2:18][CH:15]([CH2:16][CH2:17]1)[C@@H:14]([C:20](=[O:35])[C:21]([OH:34])([C:28]1[CH:33]=[CH:32][CH:31]=[CH:30][CH:29]=1)[C:22]1[CH:27]=[CH:26][CH:25]=[CH:24][CH:23]=1)[CH2:13]2)=O)(C)(C)C.[ClH:36]. (2) Given the product [F:48][C:47]([F:49])([F:50])[C:44]1[CH:43]=[CH:42][C:41]([NH:40][C:22]([N:19]2[CH2:18][CH2:17][N:16]([CH2:15][C:14]([N:11]3[CH2:10][CH2:9][C:8]4([O:7][C:6]5=[N:5][C:4]([N+:1]([O-:3])=[O:2])=[CH:32][N:31]5[CH2:30]4)[CH2:13][CH2:12]3)=[O:29])[CH2:21][CH2:20]2)=[O:23])=[CH:46][CH:45]=1, predict the reactants needed to synthesize it. The reactants are: [N+:1]([C:4]1[N:5]=[C:6]2[N:31]([CH:32]=1)[CH2:30][C:8]1([CH2:13][CH2:12][N:11]([C:14](=[O:29])[CH2:15][N:16]3[CH2:21][CH2:20][N:19]([C:22](OC(C)(C)C)=[O:23])[CH2:18][CH2:17]3)[CH2:10][CH2:9]1)[O:7]2)([O-:3])=[O:2].FC(F)(F)C(O)=O.[NH2:40][C:41]1[CH:46]=[CH:45][C:44]([C:47]([F:50])([F:49])[F:48])=[CH:43][CH:42]=1.C(N1C=CN=C1)(N1C=CN=C1)=O. (3) Given the product [Cl:1][C:2]1[CH:10]=[CH:9][C:8]2[N:7]([CH2:30][CH2:29][C:26]3[CH:25]=[N:24][C:23]([C:22]([F:32])([F:21])[F:31])=[CH:28][CH:27]=3)[C:6]3[CH2:11][CH2:12][N:13]([CH:15]4[CH2:19][CH2:18][CH:17]([OH:20])[CH2:16]4)[CH2:14][C:5]=3[C:4]=2[CH:3]=1, predict the reactants needed to synthesize it. The reactants are: [Cl:1][C:2]1[CH:10]=[CH:9][C:8]2[NH:7][C:6]3[CH2:11][CH2:12][N:13]([CH:15]4[CH2:19][CH2:18][CH:17]([OH:20])[CH2:16]4)[CH2:14][C:5]=3[C:4]=2[CH:3]=1.[F:21][C:22]([F:32])([F:31])[C:23]1[CH:28]=[CH:27][C:26]([CH:29]=[CH2:30])=[CH:25][N:24]=1.[OH-].[K+]. (4) Given the product [CH3:45][C:42]([C:38]1[CH:37]=[C:36]([S:33]([N:21]2[C:22]3[C:27](=[CH:26][C:25]([C:29]([F:30])([F:31])[F:32])=[CH:24][CH:23]=3)[CH:28]=[C:20]2[CH2:19][C:3]2[O:7][C:6]([C:8]([OH:10])=[O:9])=[CH:5][CH:4]=2)(=[O:34])=[O:35])[CH:41]=[CH:40][CH:39]=1)([CH3:43])[CH3:44], predict the reactants needed to synthesize it. The reactants are: OB(O)[C:3]1[O:7][C:6]([C:8]([OH:10])=[O:9])=[CH:5][CH:4]=1.C(=O)([O-])[O-].[K+].[K+].Br[CH2:19][C:20]1[N:21]([S:33]([C:36]2[CH:41]=[CH:40][CH:39]=[C:38]([C:42]([CH3:45])([CH3:44])[CH3:43])[CH:37]=2)(=[O:35])=[O:34])[C:22]2[C:27]([CH:28]=1)=[CH:26][C:25]([C:29]([F:32])([F:31])[F:30])=[CH:24][CH:23]=2.